This data is from Forward reaction prediction with 1.9M reactions from USPTO patents (1976-2016). The task is: Predict the product of the given reaction. (1) Given the reactants [OH:1][CH:2]([C:7]([O:20][CH3:21])([C:14]1[CH:19]=[CH:18][CH:17]=[CH:16][CH:15]=1)[C:8]1[CH:13]=[CH:12][CH:11]=[CH:10][CH:9]=1)[C:3]([O:5][CH3:6])=[O:4].[H-].[Na+].[CH3:24][O:25][C:26]1[CH:31]=[C:30]([O:32][CH3:33])[N:29]=[C:28](S(C)(=O)=O)[N:27]=1.O, predict the reaction product. The product is: [CH3:24][O:25][C:26]1[CH:31]=[C:30]([O:32][CH3:33])[N:29]=[C:28]([O:1][CH:2]([C:7]([O:20][CH3:21])([C:8]2[CH:13]=[CH:12][CH:11]=[CH:10][CH:9]=2)[C:14]2[CH:19]=[CH:18][CH:17]=[CH:16][CH:15]=2)[C:3]([O:5][CH3:6])=[O:4])[N:27]=1. (2) Given the reactants [NH4+].[Cl-].[N+:3]([C:6]1[CH:7]=[C:8]2[C:13](=[CH:14][CH:15]=1)[N:12]=[CH:11][C:10]([C:16]#[N:17])=[C:9]2[NH:18][C:19]1[CH:24]=[CH:23][C:22]([O:25][C:26]2[CH:31]=[CH:30][CH:29]=[CH:28][CH:27]=2)=[CH:21][CH:20]=1)([O-])=O, predict the reaction product. The product is: [NH2:3][C:6]1[CH:7]=[C:8]2[C:13](=[CH:14][CH:15]=1)[N:12]=[CH:11][C:10]([C:16]#[N:17])=[C:9]2[NH:18][C:19]1[CH:24]=[CH:23][C:22]([O:25][C:26]2[CH:27]=[CH:28][CH:29]=[CH:30][CH:31]=2)=[CH:21][CH:20]=1.